The task is: Predict the reaction yield, written as a fraction of the theoretical maximum amount of product (1.0 means a 100% yield; for example, 0.34 means a 34% yield).. This data is from Reaction yield outcomes from USPTO patents with 853,638 reactions. (1) The reactants are [N:1]1[CH:2]=[CH:3][N:4]2[CH:9]=[CH:8][C:7]([NH2:10])=[CH:6][C:5]=12.C([O-])([O-])=O.[Cs+].[Cs+].Br[C:18]1[C:19](=[O:26])[N:20]([CH3:25])[CH:21]=[C:22]([Br:24])[N:23]=1.CC1(C)C2C(=C(P(C3C=CC=CC=3)C3C=CC=CC=3)C=CC=2)OC2C(P(C3C=CC=CC=3)C3C=CC=CC=3)=CC=CC1=2. The product is [Br:24][C:22]1[N:23]=[C:18]([NH:10][C:7]2[CH:8]=[CH:9][N:4]3[CH:3]=[CH:2][N:1]=[C:5]3[CH:6]=2)[C:19](=[O:26])[N:20]([CH3:25])[CH:21]=1. The yield is 0.440. The catalyst is C1C=CC(/C=C/C(/C=C/C2C=CC=CC=2)=O)=CC=1.C1C=CC(/C=C/C(/C=C/C2C=CC=CC=2)=O)=CC=1.C1C=CC(/C=C/C(/C=C/C2C=CC=CC=2)=O)=CC=1.[Pd].[Pd].O1CCOCC1. (2) The reactants are Br[C:2]1[CH:3]=[C:4]([CH:7]=[CH:8][C:9]=1[O:10][CH3:11])[CH:5]=[O:6].[S:12]1[CH:16]=[CH:15][CH:14]=[C:13]1B(O)O. No catalyst specified. The product is [CH3:11][O:10][C:9]1[CH:8]=[CH:7][C:4]([CH:5]=[O:6])=[CH:3][C:2]=1[C:13]1[S:12][CH:16]=[CH:15][CH:14]=1. The yield is 0.960. (3) The catalyst is CN(C=O)C.C(OCC)(=O)C.[Cu]I.C1C=CC([P]([Pd]([P](C2C=CC=CC=2)(C2C=CC=CC=2)C2C=CC=CC=2)([P](C2C=CC=CC=2)(C2C=CC=CC=2)C2C=CC=CC=2)[P](C2C=CC=CC=2)(C2C=CC=CC=2)C2C=CC=CC=2)(C2C=CC=CC=2)C2C=CC=CC=2)=CC=1. The reactants are [C:1]([O:7][C@@H:8]1[C@@H:12]([CH2:13][OH:14])[O:11][C@@H:10]([N:15]2[CH:22]=[C:21](I)[C:19](=[O:20])[NH:18][C:16]2=[O:17])[CH2:9]1)(=[O:6])[C:2]([CH3:5])([CH3:4])[CH3:3].CCN(C(C)C)C(C)C.[C:33]([NH:40][CH2:41][C:42]#[CH:43])([O:35][C:36]([CH3:39])([CH3:38])[CH3:37])=[O:34]. The yield is 0.850. The product is [C:1]([O:7][C@@H:8]1[C@@H:12]([CH2:13][OH:14])[O:11][C@@H:10]([N:15]2[CH:22]=[C:21]([C:43]#[C:42][CH2:41][NH:40][C:33]([O:35][C:36]([CH3:39])([CH3:38])[CH3:37])=[O:34])[C:19](=[O:20])[NH:18][C:16]2=[O:17])[CH2:9]1)(=[O:6])[C:2]([CH3:5])([CH3:4])[CH3:3]. (4) The product is [Cl:1][C:2]1[CH:11]=[C:10]([C:12]#[C:13][C:14]([CH3:17])([CH3:16])[CH3:15])[CH:9]=[CH:8][C:3]=1[C:4]([OH:6])=[O:5]. The reactants are [Cl:1][C:2]1[CH:11]=[C:10]([C:12]#[C:13][C:14]([CH3:17])([CH3:16])[CH3:15])[CH:9]=[CH:8][C:3]=1[C:4]([O:6]C)=[O:5].[OH-].[Na+].C1COCC1. The yield is 0.980. The catalyst is CO. (5) The reactants are [O:1]=[C:2]1[CH2:7][O:6][C:5]2[CH:8]=[CH:9][C:10]([C:12](=O)[CH2:13][C:14](=O)[CH3:15])=[CH:11][C:4]=2[NH:3]1.[F:18][C:19]([F:24])([F:23])[CH2:20][NH:21][NH2:22]. No catalyst specified. The product is [CH3:15][C:14]1[CH:13]=[C:12]([C:10]2[CH:9]=[CH:8][C:5]3[O:6][CH2:7][C:2](=[O:1])[NH:3][C:4]=3[CH:11]=2)[N:21]([CH2:20][C:19]([F:24])([F:23])[F:18])[N:22]=1. The yield is 0.780. (6) The reactants are [C:1]([CH2:3][C:4]1[CH:34]=[CH:33][C:7]([CH2:8][C:9]2([CH2:22][NH:23][C@@H:24]3[CH2:26][C@H:25]3[C:27]3[CH:32]=[CH:31][CH:30]=[CH:29][CH:28]=3)[CH2:14][CH2:13][N:12]([C:15]([O:17][C:18]([CH3:21])([CH3:20])[CH3:19])=[O:16])[CH2:11][CH2:10]2)=[CH:6][CH:5]=1)#[N:2].C(N(CC)C(C)C)(C)C.[F:44][C:45]([F:56])([F:55])[C:46](O[C:46](=[O:47])[C:45]([F:56])([F:55])[F:44])=[O:47]. The catalyst is C(Cl)Cl. The product is [C:1]([CH2:3][C:4]1[CH:5]=[CH:6][C:7]([CH2:8][C:9]2([CH2:22][N:23]([C@@H:24]3[CH2:26][C@H:25]3[C:27]3[CH:32]=[CH:31][CH:30]=[CH:29][CH:28]=3)[C:46](=[O:47])[C:45]([F:56])([F:55])[F:44])[CH2:14][CH2:13][N:12]([C:15]([O:17][C:18]([CH3:20])([CH3:19])[CH3:21])=[O:16])[CH2:11][CH2:10]2)=[CH:33][CH:34]=1)#[N:2]. The yield is 0.950. (7) The reactants are [N:1]1[CH:6]=[CH:5][CH:4]=[C:3]([OH:7])[CH:2]=1.[H-].[Na+].Cl[CH2:11][O:12][CH3:13]. The catalyst is CN(C=O)C. The product is [CH3:11][O:12][CH2:13][O:7][C:3]1[CH:2]=[N:1][CH:6]=[CH:5][CH:4]=1. The yield is 0.270. (8) The reactants are [CH3:1][O:2][C:3](=[O:27])[C:4]1[C:5](=[C:10]([CH3:26])[C:11]([O:18][S:19]([C:22]([F:25])([F:24])[F:23])(=[O:21])=[O:20])=[CH:12][C:13]=1[O:14]CC=C)[C:6]([O:8][CH3:9])=[O:7].C(NCC)C. The catalyst is C1(C)C=CC=CC=1. The product is [CH3:1][O:2][C:3](=[O:27])[C:4]1[C:5](=[C:10]([CH3:26])[C:11]([O:18][S:19]([C:22]([F:23])([F:25])[F:24])(=[O:21])=[O:20])=[CH:12][C:13]=1[OH:14])[C:6]([O:8][CH3:9])=[O:7]. The yield is 0.550. (9) The reactants are [F:1][C:2]1[CH:7]=[CH:6][CH:5]=[C:4]([F:8])[C:3]=1[S:9]([NH:12][C:13]1[C:14]([F:23])=[C:15]([CH:20]=[CH:21][CH:22]=1)[C:16](OC)=[O:17])(=[O:11])=[O:10].[Li+].C[Si]([N-][Si](C)(C)C)(C)C.[Cl:34][C:35]1[N:40]=[C:39]([CH3:41])[CH:38]=[CH:37][N:36]=1.Cl. The catalyst is C1COCC1.CCOC(C)=O. The product is [Cl:34][C:35]1[N:40]=[C:39]([CH2:41][C:16]([C:15]2[C:14]([F:23])=[C:13]([NH:12][S:9]([C:3]3[C:2]([F:1])=[CH:7][CH:6]=[CH:5][C:4]=3[F:8])(=[O:10])=[O:11])[CH:22]=[CH:21][CH:20]=2)=[O:17])[CH:38]=[CH:37][N:36]=1. The yield is 0.710. (10) The catalyst is C(Cl)Cl.CCOC(C)=O. The product is [O:14]([C:10]1[CH:9]=[C:8]([C:5]2([CH2:21][OH:22])[CH2:4][CH2:3][C:2]3([O:31][CH2:1]3)[CH2:7][CH2:6]2)[CH:13]=[CH:12][CH:11]=1)[C:15]1[CH:20]=[CH:19][CH:18]=[CH:17][CH:16]=1. The yield is 1.00. The reactants are [CH2:1]=[C:2]1[CH2:7][CH2:6][C:5]([CH2:21][OH:22])([C:8]2[CH:13]=[CH:12][CH:11]=[C:10]([O:14][C:15]3[CH:20]=[CH:19][CH:18]=[CH:17][CH:16]=3)[CH:9]=2)[CH2:4][CH2:3]1.ClC1C=CC=C(C(OO)=[O:31])C=1.